This data is from Reaction yield outcomes from USPTO patents with 853,638 reactions. The task is: Predict the reaction yield, written as a fraction of the theoretical maximum amount of product (1.0 means a 100% yield; for example, 0.34 means a 34% yield). (1) The reactants are [NH2:1][CH2:2][CH:3]([OH:15])[CH2:4][CH2:5][O:6][C:7]1[CH:14]=[CH:13][C:10]([C:11]#[N:12])=[CH:9][CH:8]=1.O.[C:17](O[C:17]([O:19][C:20]([CH3:23])([CH3:22])[CH3:21])=[O:18])([O:19][C:20]([CH3:23])([CH3:22])[CH3:21])=[O:18]. The catalyst is C1COCC1. The product is [C:11]([C:10]1[CH:13]=[CH:14][C:7]([O:6][CH2:5][CH2:4][CH:3]([OH:15])[CH2:2][NH:1][C:17](=[O:18])[O:19][C:20]([CH3:23])([CH3:22])[CH3:21])=[CH:8][CH:9]=1)#[N:12]. The yield is 1.00. (2) The catalyst is O1CCCC1. The product is [Br:17][C:14]1[CH:15]=[CH:16][C:11]2[N:10]=[C:2]([CH2:3][C:4]([O:6][CH3:7])=[O:5])[NH:21][S:18](=[O:20])(=[O:19])[C:12]=2[CH:13]=1. The reactants are Cl[C:2](=O)[CH2:3][C:4]([O:6][CH2:7]C)=[O:5].[NH2:10][C:11]1[CH:16]=[CH:15][C:14]([Br:17])=[CH:13][C:12]=1[S:18]([NH2:21])(=[O:20])=[O:19].C(N(CC)CC)C.CN(C1C=CC=CN=1)C. The yield is 0.140. (3) The reactants are [N:1]1[CH:6]=[CH:5][C:4]([NH2:7])=[C:3]([NH2:8])[CH:2]=1.C(=O)([O-])[O-].[K+].[K+].[C:15](O[C:15]([O:17][C:18]([CH3:21])([CH3:20])[CH3:19])=[O:16])([O:17][C:18]([CH3:21])([CH3:20])[CH3:19])=[O:16].[Cl-].[Na+]. The catalyst is O1CCCC1.O.C(OCC)(=O)C. The product is [C:18]([O:17][C:15]([NH:7][C:4]1[CH:5]=[CH:6][N:1]=[CH:2][C:3]=1[NH2:8])=[O:16])([CH3:21])([CH3:20])[CH3:19]. The yield is 0.530. (4) The reactants are C([NH:3][CH2:4][C:5]1[CH:10]=[C:9]([C:11]([CH3:14])([CH3:13])[CH3:12])[C:8]([OH:15])=[C:7]([C:16]([CH3:19])([CH3:18])[CH3:17])[CH:6]=1)=O.N. The catalyst is O1CCOCC1.Cl.O. The product is [C:11]([C:9]1[CH:10]=[C:5]([CH:6]=[C:7]([C:16]([CH3:19])([CH3:18])[CH3:17])[C:8]=1[OH:15])[CH2:4][NH2:3])([CH3:14])([CH3:13])[CH3:12]. The yield is 0.970. (5) The reactants are [CH3:1][C:2]([C:9]([OH:11])=[O:10])([CH2:4][CH2:5][C:6]([OH:8])=[O:7])[NH2:3].Cl[C:13]([O:15][CH2:16][C:17]1[CH:22]=[CH:21][CH:20]=[CH:19][CH:18]=1)=[O:14]. The catalyst is [OH-].[Na+]. The product is [CH2:16]([O:15][C:13]([NH:3][C@:2]([CH3:1])([C:9]([OH:11])=[O:10])[CH2:4][CH2:5][C:6]([OH:8])=[O:7])=[O:14])[C:17]1[CH:22]=[CH:21][CH:20]=[CH:19][CH:18]=1. The yield is 0.830. (6) The reactants are [N:1]1([C:12](=[O:13])[C:11]2[N:10]([CH2:14][C:15]([OH:17])=O)[CH:9]=[N:8][C:7]=2[N:5]([CH3:6])[C:3]1=[O:4])[CH3:2].CCN(C(C)C)[CH:21]([CH3:23])[CH3:22].[NH2:27][C:28]1[CH:33]=[CH:32][CH:31]=[CH:30][CH:29]=1.CCN=C=NCCCN(C)C. The catalyst is CN(C=O)C.CN(C1C=CN=CC=1)C.C(Cl)Cl. The product is [CH3:2][N:1]1[C:12](=[O:13])[C:11]2[N:10]([CH2:14][C:15]([NH:27][C:28]3[CH:33]=[CH:32][C:31]([CH:21]([CH3:23])[CH3:22])=[CH:30][CH:29]=3)=[O:17])[CH:9]=[N:8][C:7]=2[N:5]([CH3:6])[C:3]1=[O:4]. The yield is 0.410. (7) The reactants are Br[C:2]1[CH:3]=[C:4]([CH:16]=[CH:17][C:18]=1[O:19]COC)[CH2:5][C:6]1[CH:15]=[C:14]2[C:8](=[CH:9][CH:10]=[CH:11][CH:12]=[CH:13]2)[CH:7]=1.[CH3:23]CCCCC.C([Li])CCC.C[Si](C)(C)[O:36][C@@H:37]1[C@@H:43]([O:44][Si](C)(C)C)[C@H:42]([O:49][Si](C)(C)C)[C@@H:41]([CH2:54][O:55][Si](C)(C)C)[O:40][C:38]1=[O:39].C(OC(=O)C)C.Cl.[OH-].[Na+:70]. The catalyst is C1(C)C=CC=CC=1.CO.O.C1COCC1. The product is [CH:7]1[C:8]2[C:14]([CH:13]=[CH:12][CH:11]=[CH:10][CH:9]=2)=[CH:15][C:6]=1[CH2:5][C:4]1[CH:3]=[CH:2][C:18]([O-:19])=[C:17]([C:38]2([O:39][CH3:23])[O:40][C@H:41]([CH2:54][OH:55])[C@@H:42]([OH:49])[C@H:43]([OH:44])[C@H:37]2[OH:36])[CH:16]=1.[Na+:70]. The yield is 0.500.